This data is from Tox21: 12 toxicity assays (nuclear receptors and stress response pathways). The task is: Binary classification across 12 toxicity assays. (1) It tested positive (active) for: SR-MMP (Mitochondrial Membrane Potential disruption). The compound is ClC1=C(Cl)[C@]2(Cl)[C@@H]3[C@@H]4C[C@H]([C@@H]3[C@@]1(Cl)C2(Cl)Cl)[C@H]1O[C@@H]41. (2) The molecule is Nc1ccc(Sc2ccc(N)cc2)cc1. It tested positive (active) for: NR-AhR (Aryl hydrocarbon Receptor agonist activity), and NR-ER-LBD (Estrogen Receptor Ligand Binding Domain agonist). (3) The drug is Oc1cccc2cc3cccc(O)c3c(O)c12. It tested positive (active) for: SR-MMP (Mitochondrial Membrane Potential disruption). (4) The drug is O=C(OCC1CO1)C1CCCCC1C(=O)OCC1CO1. It tested positive (active) for: SR-ARE (Antioxidant Response Element (oxidative stress)), SR-ATAD5 (ATAD5 genotoxicity (DNA damage)), and SR-p53 (p53 tumor suppressor activation). (5) The molecule is CCN(C(=O)N(CC)c1ccccc1)c1ccccc1. It tested positive (active) for: SR-MMP (Mitochondrial Membrane Potential disruption). (6) The drug is Cc1nc(-c2ccc(OCC(C)C)c(C#N)c2)sc1C(=O)O. It tested positive (active) for: NR-AR (Androgen Receptor agonist activity), NR-AhR (Aryl hydrocarbon Receptor agonist activity), and SR-ATAD5 (ATAD5 genotoxicity (DNA damage)).